Predict the product of the given reaction. From a dataset of Forward reaction prediction with 1.9M reactions from USPTO patents (1976-2016). (1) Given the reactants [O:1]=[C:2]1[C:10]2C(=CC=CC=2)C(=O)[N:3]1[C@@H:12]([CH3:30])[CH2:13][O:14][C:15]1[N:20]=[CH:19][C:18]([NH:21][C:22](=[O:28])[O:23][C:24]([CH3:27])([CH3:26])[CH3:25])=[CH:17][C:16]=1[F:29].O.NN, predict the reaction product. The product is: [C:2]([NH:3][C@@H:12]([CH3:30])[CH2:13][O:14][C:15]1[N:20]=[CH:19][C:18]([NH:21][C:22](=[O:28])[O:23][C:24]([CH3:26])([CH3:25])[CH3:27])=[CH:17][C:16]=1[F:29])(=[O:1])[CH3:10]. (2) Given the reactants [CH3:1][C:2]1[NH:3][C:4]2[CH2:5][C:6]([CH3:13])([CH3:12])[CH2:7][C:8](=[O:11])[C:9]=2[CH:10]=1.[C:14]1([SH:20])[CH:19]=[CH:18][CH:17]=[CH:16][CH:15]=1.II, predict the reaction product. The product is: [CH3:1][C:2]1[NH:3][C:4]2[CH2:5][C:6]([CH3:13])([CH3:12])[CH2:7][C:8](=[O:11])[C:9]=2[C:10]=1[S:20][C:14]1[CH:19]=[CH:18][CH:17]=[CH:16][CH:15]=1. (3) Given the reactants C(N(CC)CC)C.[O:8]=[C:9]1[O:15][C@H:14]([C@H:16]([CH2:18][OH:19])[OH:17])[C:12]([OH:13])=[C:10]1[OH:11].[CH3:20][C:21]([CH2:37][CH2:38][CH2:39][CH:40]([CH3:47])[CH2:41][CH2:42][CH2:43][CH:44]([CH3:46])[CH3:45])=[CH:22][CH2:23][CH2:24][CH2:25]OS(C1C=CC(C)=CC=1)(=O)=O, predict the reaction product. The product is: [CH3:20][C:21]([CH2:37][CH2:38][CH2:39][CH:40]([CH3:47])[CH2:41][CH2:42][CH2:43][CH:44]([CH3:46])[CH3:45])=[CH:22][CH2:23][CH2:24][CH2:25][O:11][C:10]1[C:9]([O:15][C@H:14]([C@H:16]([CH2:18][OH:19])[OH:17])[C:12]=1[OH:13])=[O:8]. (4) Given the reactants [Cl:1][C:2]1[CH:7]=[CH:6][C:5]([C@H:8]2[N:15]3[C:11]([S:12][C:13]([C:20]([OH:22])=O)=[C:14]3[CH2:16][CH:17]([CH3:19])[CH3:18])=[N:10][C@H:9]2[C:23]2[CH:28]=[CH:27][C:26]([Cl:29])=[CH:25][CH:24]=2)=[CH:4][CH:3]=1.[NH:30]1[CH2:35][CH2:34][NH:33][CH2:32][C:31]1=[O:36], predict the reaction product. The product is: [Cl:1][C:2]1[CH:7]=[CH:6][C:5]([C@H:8]2[N:15]3[C:11]([S:12][C:13]([C:20]([N:33]4[CH2:34][CH2:35][NH:30][C:31](=[O:36])[CH2:32]4)=[O:22])=[C:14]3[CH2:16][CH:17]([CH3:18])[CH3:19])=[N:10][C@H:9]2[C:23]2[CH:28]=[CH:27][C:26]([Cl:29])=[CH:25][CH:24]=2)=[CH:4][CH:3]=1. (5) Given the reactants [CH3:1][N:2]1[CH:7]2[CH2:8][CH2:9][CH2:10][CH:3]1[CH2:4][C:5](N1CCCC1)=[CH:6]2.[CH3:16][O:17][C:18]1[CH:27]=[CH:26][C:21]([CH2:22][N:23]=[N+:24]=[N-:25])=[CH:20][CH:19]=1, predict the reaction product. The product is: [CH3:1][N:2]1[CH:7]2[CH2:8][CH2:9][CH2:10][CH:3]1[C:4]1[N:25]=[N:24][N:23]([CH2:22][C:21]3[CH:20]=[CH:19][C:18]([O:17][CH3:16])=[CH:27][CH:26]=3)[C:5]=1[CH2:6]2. (6) Given the reactants [C:1](C1C=CC=CC=1OC1CN([C@@H]([CH2:2][CH:1]2[CH2:4]CCC[CH2:3]2)C(O)=O)C(=O)C=1)([CH3:4])([CH3:3])[CH3:2].Cl.CN(C)[CH2:32][CH2:33][CH2:34]N=C=NCC.[CH:41](N(CC)C(C)C)(C)C.ON1C2C=CC=CC=2N=N1.Cl.[OH:61][C@@H:62]([CH2:92]O)[CH2:63][N:64]1[CH:68]=[CH:67][C:66]([NH:69][C:70](=[O:91])[C@@H:71]([N:76]2[CH2:80][C:79]([O:81][C:82]3[CH:87]=[CH:86][CH:85]=[C:84](Cl)[C:83]=3Cl)=[CH:78][C:77]2=[O:90])[CH2:72][CH:73]([CH3:75])[CH3:74])=[N:65]1, predict the reaction product. The product is: [C:1]([C:83]1[CH:84]=[CH:85][CH:86]=[CH:87][C:82]=1[O:81][C:79]1[CH2:80][N:76]([C@@H:71]([CH2:72][CH:73]2[CH2:74][CH2:34][CH2:33][CH2:32][CH2:75]2)[C:70]([NH:69][C:66]2[CH:67]=[CH:68][N:64]([CH2:63][C:62]([OH:61])([CH3:92])[CH3:41])[N:65]=2)=[O:91])[C:77](=[O:90])[CH:78]=1)([CH3:4])([CH3:3])[CH3:2]. (7) The product is: [Cl:1][C:2]1[CH:7]=[CH:6][CH:5]=[CH:4][C:3]=1[C:8]1[N:9]([C:24]2[CH:25]=[CH:26][C:27]([Cl:30])=[CH:28][CH:29]=2)[C:10]2[C:15]([N:16]=1)=[C:14]([NH:17][C@@H:18]1[CH2:23][CH2:22][CH2:21][N:20]([S:32]([CH3:31])(=[O:34])=[O:33])[CH2:19]1)[N:13]=[CH:12][N:11]=2. Given the reactants [Cl:1][C:2]1[CH:7]=[CH:6][CH:5]=[CH:4][C:3]=1[C:8]1[N:9]([C:24]2[CH:29]=[CH:28][C:27]([Cl:30])=[CH:26][CH:25]=2)[C:10]2[C:15]([N:16]=1)=[C:14]([NH:17][C@@H:18]1[CH2:23][CH2:22][CH2:21][NH:20][CH2:19]1)[N:13]=[CH:12][N:11]=2.[CH3:31][S:32](Cl)(=[O:34])=[O:33].C(N(CC)CC)C, predict the reaction product.